This data is from Full USPTO retrosynthesis dataset with 1.9M reactions from patents (1976-2016). The task is: Predict the reactants needed to synthesize the given product. (1) Given the product [Br:1][C:2]1[C:3]([Cl:23])=[C:4]([CH:19]=[C:20]([F:22])[CH:21]=1)[NH2:5], predict the reactants needed to synthesize it. The reactants are: [Br:1][C:2]1[C:3]([Cl:23])=[C:4]([CH:19]=[C:20]([F:22])[CH:21]=1)[N:5]=C(C1C=CC=CC=1)C1C=CC=CC=1.BrC1C=C(F)C=C(Br)C=1Cl.C(=N)(C1C=CC=CC=1)C1C=CC=CC=1.CC(C)([O-])C.[Na+].C1C=CC(P(C2C=CC3C(=CC=CC=3)C=2C2C3C(=CC=CC=3)C=CC=2P(C2C=CC=CC=2)C2C=CC=CC=2)C2C=CC=CC=2)=CC=1. (2) Given the product [CH:20]([O:1][C:2]1[CH:9]=[CH:8][C:5]([CH:6]=[O:7])=[CH:4][C:3]=1[N+:10]([O-:12])=[O:11])([CH3:22])[CH3:21], predict the reactants needed to synthesize it. The reactants are: [OH:1][C:2]1[CH:9]=[CH:8][C:5]([CH:6]=[O:7])=[CH:4][C:3]=1[N+:10]([O-:12])=[O:11].C(=O)([O-])[O-].[K+].[K+].Br[CH:20]([CH3:22])[CH3:21].[I-].[Na+]. (3) Given the product [CH2:18]([O:25][C:26]([N:28]1[CH2:33][CH2:32][CH:31]([C:34](=[O:36])/[CH:35]=[CH:13]/[C:9]2[CH:8]=[C:7]3[C:12](=[CH:11][CH:10]=2)[C:4](=[N:3][O:2][CH3:1])[CH2:5][CH2:6]3)[CH2:30][CH2:29]1)=[O:27])[C:19]1[CH:20]=[CH:21][CH:22]=[CH:23][CH:24]=1, predict the reactants needed to synthesize it. The reactants are: [CH3:1][O:2][N:3]=[C:4]1[C:12]2[C:7](=[CH:8][C:9]([CH:13]=O)=[CH:10][CH:11]=2)[CH2:6][CH2:5]1.C[O-].[Na+].[CH2:18]([O:25][C:26]([N:28]1[CH2:33][CH2:32][CH:31]([C:34](=[O:36])[CH3:35])[CH2:30][CH2:29]1)=[O:27])[C:19]1[CH:24]=[CH:23][CH:22]=[CH:21][CH:20]=1. (4) The reactants are: C([OH:3])C.[ClH:4].[CH3:5][O:6][C:7]1[CH:8]=[C:9]([CH2:15][CH2:16][NH:17][CH2:18][CH2:19][CH2:20][NH:21][C:22](=[O:32])[C:23]2[CH:28]=[CH:27][C:26]([N+:29]([O-:31])=[O:30])=[CH:25][CH:24]=2)[CH:10]=[CH:11][C:12]=1[O:13][CH3:14]. Given the product [OH2:3].[ClH:4].[CH3:5][O:6][C:7]1[CH:8]=[C:9]([CH2:15][CH2:16][NH:17][CH2:18][CH2:19][CH2:20][NH:21][C:22](=[O:32])[C:23]2[CH:24]=[CH:25][C:26]([N+:29]([O-:31])=[O:30])=[CH:27][CH:28]=2)[CH:10]=[CH:11][C:12]=1[O:13][CH3:14], predict the reactants needed to synthesize it. (5) Given the product [Cl:1][C:2]1[N:10]([CH2:11][CH:12]=[CH2:13])[C:9]2[C:8](=[O:14])[N:7]([CH2:31][CH2:30][CH2:29][C:25]3[CH:26]=[CH:27][CH:28]=[C:23]([O:22][CH3:21])[CH:24]=3)[C:6](=[O:15])[N:5]([CH2:16][CH2:17][CH2:18][CH2:19][CH3:20])[C:4]=2[N:3]=1, predict the reactants needed to synthesize it. The reactants are: [Cl:1][C:2]1[N:10]([CH2:11][CH:12]=[CH2:13])[C:9]2[C:8](=[O:14])[NH:7][C:6](=[O:15])[N:5]([CH2:16][CH2:17][CH2:18][CH2:19][CH3:20])[C:4]=2[N:3]=1.[CH3:21][O:22][C:23]1[CH:24]=[C:25]([CH2:29][CH2:30][CH2:31]O)[CH:26]=[CH:27][CH:28]=1.C1(P(C2C=CC=CC=2)C2C=CC=CC=2)C=CC=CC=1.N(C(OC(C)(C)C)=O)=NC(OC(C)(C)C)=O. (6) Given the product [C:20]([O:19][C:17]([NH:16][CH2:15][CH2:14][NH:13][C:5]1[CH:6]=[CH:7][CH:8]=[C:9]([N+:10]([O-:12])=[O:11])[C:4]=1[C:3]([OH:24])=[O:2])=[O:18])([CH3:23])([CH3:21])[CH3:22], predict the reactants needed to synthesize it. The reactants are: C[O:2][C:3](=[O:24])[C:4]1[C:9]([N+:10]([O-:12])=[O:11])=[CH:8][CH:7]=[CH:6][C:5]=1[NH:13][CH2:14][CH2:15][NH:16][C:17]([O:19][C:20]([CH3:23])([CH3:22])[CH3:21])=[O:18].[OH-].[Li+]. (7) Given the product [Br:6][C:7]1[CH:11]=[C:10]([CH3:1])[S:9][C:8]=1[O:13][CH3:14], predict the reactants needed to synthesize it. The reactants are: [CH2:1]([Li])CCC.[Br:6][C:7]1[CH:11]=[C:10](Br)[S:9][C:8]=1[O:13][CH3:14].CI. (8) Given the product [CH2:1]([S:8][C:9]1[CH:14]=[CH:13][C:12]([C:15]2[S:19][C:18]([C:20]3[O:21][C:22]([C:25]([OH:28])([CH3:26])[CH3:27])=[N:23][N:24]=3)=[N:17][C:16]=2[C:29]([N:62]2[CH2:63][CH2:64][C:59]([F:65])([F:58])[CH2:60][CH2:61]2)=[O:30])=[C:11]([Cl:32])[C:10]=1[Cl:33])[C:2]1[CH:7]=[CH:6][CH:5]=[CH:4][CH:3]=1, predict the reactants needed to synthesize it. The reactants are: [CH2:1]([S:8][C:9]1[CH:14]=[CH:13][C:12]([C:15]2[S:19][C:18]([C:20]3[O:21][C:22]([C:25]([OH:28])([CH3:27])[CH3:26])=[N:23][N:24]=3)=[N:17][C:16]=2[C:29](O)=[O:30])=[C:11]([Cl:32])[C:10]=1[Cl:33])[C:2]1[CH:7]=[CH:6][CH:5]=[CH:4][CH:3]=1.CN(C(ON1N=NC2C=CC=NC1=2)=[N+](C)C)C.F[P-](F)(F)(F)(F)F.[F:58][C:59]1([F:65])[CH2:64][CH2:63][NH:62][CH2:61][CH2:60]1.